From a dataset of Catalyst prediction with 721,799 reactions and 888 catalyst types from USPTO. Predict which catalyst facilitates the given reaction. (1) Reactant: C([N:3](CC)CC)C.[CH3:8][O:9][C:10]1[C:11]([CH3:19])=[C:12]([CH:16]=[CH:17][CH:18]=1)C(O)=O.C[C@H]1[C@]2(O)[C@H]3[C@](O)(CC(COC(C)=O)=C[C@H]2[C@@H:24]2[C:25](C)(C)[C@:23]2([O:47][C:48](CC2C=CC=CC=2)=[O:49])[CH2:22]1)C(=O)C(C)=C3.CC(O)(C)C. Product: [C:23]([O:47][C:48]([NH:3][C:12]1[CH:16]=[CH:17][CH:18]=[C:10]([O:9][CH3:8])[C:11]=1[CH3:19])=[O:49])([CH3:25])([CH3:24])[CH3:22]. The catalyst class is: 11. (2) Reactant: [CH3:1][C:2]1[CH:7]=[C:6]([CH3:8])[NH:5][C:4](=[O:9])[C:3]=1[CH2:10][NH:11][C:12](=[O:37])[C:13]1[CH:18]=[C:17]([C:19]2[CH:20]=[N:21][C:22]([CH2:25]O)=[CH:23][CH:24]=2)[CH:16]=[C:15]([N:27]([CH2:34][CH3:35])[CH:28]2[CH2:33][CH2:32][O:31][CH2:30][CH2:29]2)[C:14]=1[CH3:36].CS(Cl)(=O)=O.CCN(C(C)C)C(C)C.[NH:52]1[CH2:57][CH2:56][CH2:55][CH2:54][CH2:53]1. Product: [CH3:1][C:2]1[CH:7]=[C:6]([CH3:8])[NH:5][C:4](=[O:9])[C:3]=1[CH2:10][NH:11][C:12](=[O:37])[C:13]1[CH:18]=[C:17]([C:19]2[CH:20]=[N:21][C:22]([CH2:25][N:52]3[CH2:57][CH2:56][CH2:55][CH2:54][CH2:53]3)=[CH:23][CH:24]=2)[CH:16]=[C:15]([N:27]([CH2:34][CH3:35])[CH:28]2[CH2:29][CH2:30][O:31][CH2:32][CH2:33]2)[C:14]=1[CH3:36]. The catalyst class is: 2. (3) Reactant: [Cl:1][CH2:2][CH2:3][CH2:4][S:5](Cl)(=[O:7])=[O:6].[Br:9][C:10]1[CH:16]=[CH:15][C:13]([NH2:14])=[C:12]([F:17])[CH:11]=1.N1C=CC=CC=1. Product: [Br:9][C:10]1[CH:16]=[CH:15][C:13]([NH:14][S:5]([CH2:4][CH2:3][CH2:2][Cl:1])(=[O:7])=[O:6])=[C:12]([F:17])[CH:11]=1. The catalyst class is: 4. (4) Reactant: [C:1]1([S:7]([N:10]2[C:14]3=[N:15][CH:16]=[C:17]([O:19][CH3:20])[CH:18]=[C:13]3[CH:12]=[C:11]2[C:21](=[O:28])[CH2:22][CH:23]2[CH2:27][CH2:26][CH2:25][CH2:24]2)(=[O:9])=[O:8])[CH:6]=[CH:5][CH:4]=[CH:3][CH:2]=1.C[Si]([N-][Si](C)(C)C)(C)C.[Li+].[C:39]1([CH3:59])[CH:44]=[CH:43][C:42]([S:45](O[S:45]([C:42]2[CH:43]=[CH:44][C:39]([CH3:59])=[CH:40][CH:41]=2)(=[O:47])=[O:46])(=[O:47])=[O:46])=[CH:41][CH:40]=1. Product: [C:1]1([S:7]([N:10]2[C:14]3=[N:15][CH:16]=[C:17]([O:19][CH3:20])[CH:18]=[C:13]3[CH:12]=[C:11]2[C:21]([O:28][S:45]([C:42]2[CH:43]=[CH:44][C:39]([CH3:59])=[CH:40][CH:41]=2)(=[O:47])=[O:46])=[CH:22][CH:23]2[CH2:24][CH2:25][CH2:26][CH2:27]2)(=[O:9])=[O:8])[CH:2]=[CH:3][CH:4]=[CH:5][CH:6]=1. The catalyst class is: 7.